This data is from Reaction yield outcomes from USPTO patents with 853,638 reactions. The task is: Predict the reaction yield, written as a fraction of the theoretical maximum amount of product (1.0 means a 100% yield; for example, 0.34 means a 34% yield). (1) The reactants are C1(P([N:15]=[N+:16]=[N-:17])(C2C=CC=CC=2)=O)C=CC=CC=1.C(N(CC)CC)C.[C:25]1([C:34]2[CH:39]=[CH:38][CH:37]=[CH:36][CH:35]=2)[CH:30]=[CH:29][CH:28]=[C:27]([C:31](O)=[O:32])[CH:26]=1. The catalyst is C(O)(C)C. The product is [C:25]1([C:34]2[CH:39]=[CH:38][CH:37]=[CH:36][CH:35]=2)[CH:30]=[CH:29][CH:28]=[C:27]([C:31]([N:15]=[N+:16]=[N-:17])=[O:32])[CH:26]=1. The yield is 1.00. (2) No catalyst specified. The reactants are [NH:1]([C:3]1[CH:4]=[N:5][CH:6]=[CH:7][CH:8]=1)[NH2:2].[CH3:9][C:10]([CH3:17])([CH3:16])[C:11](=O)[CH2:12][C:13]#[N:14]. The product is [C:10]([C:11]1[CH:12]=[C:13]([NH2:14])[N:1]([C:3]2[CH:4]=[N:5][CH:6]=[CH:7][CH:8]=2)[N:2]=1)([CH3:17])([CH3:16])[CH3:9]. The yield is 0.770. (3) The reactants are [NH:1]([C:3]1[CH:11]=[CH:10][C:6]([C:7]([OH:9])=[O:8])=[CH:5][CH:4]=1)[NH2:2].C(=O)([O-])[O-].[Cs+].[Cs+].F[C:19]1[CH:26]=[CH:25][C:24]([I:27])=[CH:23][C:20]=1[CH:21]=O.C(O)(=O)CC(CC(O)=O)(C(O)=O)O. The catalyst is CN1CCCC1=O. The product is [I:27][C:24]1[CH:23]=[C:20]2[C:19](=[CH:26][CH:25]=1)[N:1]([C:3]1[CH:4]=[CH:5][C:6]([C:7]([OH:9])=[O:8])=[CH:10][CH:11]=1)[N:2]=[CH:21]2. The yield is 0.783. (4) The reactants are [CH3:1][C:2]1[CH:7]=[CH:6][C:5]([CH3:8])=[CH:4][C:3]=1[OH:9].[Br-:10].[Br-].[Br-].C([N+](CCCC)(CCCC)CCCC)CCC.C([N+](CCCC)(CCCC)CCCC)CCC.C([N+](CCCC)(CCCC)CCCC)CCC. The catalyst is O.C(Cl)(Cl)Cl. The product is [CH3:1][C:2]1[CH:7]=[C:6]([Br:10])[C:5]([CH3:8])=[CH:4][C:3]=1[OH:9]. The yield is 0.760. (5) The reactants are [N:1]1[C:10]2[C:5](=[CH:6][CH:7]=[C:8]([C:11]([O:13][CH2:14][CH3:15])=[O:12])[CH:9]=2)[CH:4]=[CH:3][CH:2]=1.C(OO)(=[O:18])C. The catalyst is ClCCl. The product is [CH2:14]([O:13][C:11]([C:8]1[CH:9]=[C:10]2[C:5]([CH:4]=[CH:3][CH:2]=[N+:1]2[O-:18])=[CH:6][CH:7]=1)=[O:12])[CH3:15]. The yield is 0.920. (6) The reactants are [Br:1][C:2]1[CH:24]=[CH:23][CH:22]=[C:21](F)[C:3]=1[C:4]([N:6]1[CH2:11][CH2:10][N:9]([C:12]([O:14][C:15]([CH3:18])([CH3:17])[CH3:16])=[O:13])[CH2:8][CH:7]1[CH2:19][OH:20])=[O:5].[H-].[Na+].O. The catalyst is O1CCCC1. The product is [Br:1][C:2]1[C:3]2[C:4](=[O:5])[N:6]3[CH2:11][CH2:10][N:9]([C:12]([O:14][C:15]([CH3:18])([CH3:17])[CH3:16])=[O:13])[CH2:8][CH:7]3[CH2:19][O:20][C:21]=2[CH:22]=[CH:23][CH:24]=1. The yield is 0.710. (7) The reactants are Br[C:2]1[CH:7]=[CH:6][C:5]([C:8]([N:11]2[CH2:15][CH2:14][CH2:13][CH2:12]2)([CH3:10])[CH3:9])=[CH:4][CH:3]=1.C([Li])(CC)C.C1CCCCC1.CN([CH:30]=[O:31])C. The catalyst is O1CCCC1.C(OCC)(=O)C.O.C(O)(=O)C. The product is [CH3:9][C:8]([C:5]1[CH:6]=[CH:7][C:2]([CH:30]=[O:31])=[CH:3][CH:4]=1)([N:11]1[CH2:15][CH2:14][CH2:13][CH2:12]1)[CH3:10]. The yield is 0.420. (8) The reactants are [NH2:1][C:2]1[N:3]=[C:4]([SH:18])[C:5]2[N:10]=[C:9]([C:11]3[CH:16]=[CH:15][C:14]([F:17])=[CH:13][CH:12]=3)[S:8][C:6]=2[N:7]=1.C(N(CC)CC)C.[CH2:26](Br)[C:27]1[CH:32]=[CH:31][CH:30]=[CH:29][CH:28]=1. The catalyst is CS(C)=O. The product is [CH2:26]([S:18][C:4]1[C:5]2[N:10]=[C:9]([C:11]3[CH:12]=[CH:13][C:14]([F:17])=[CH:15][CH:16]=3)[S:8][C:6]=2[N:7]=[C:2]([NH2:1])[N:3]=1)[C:27]1[CH:32]=[CH:31][CH:30]=[CH:29][CH:28]=1. The yield is 0.600. (9) The reactants are [CH3:1][CH:2]([C:6]1[C:10]([C:11](OCC)=[O:12])=[CH:9][N:8]([C:16]2[CH:21]=[CH:20][C:19]([C:22]([F:25])([F:24])[F:23])=[CH:18][N:17]=2)[N:7]=1)[CH2:3][CH2:4][CH3:5].[H-].C([Al+]CC(C)C)C(C)C.Cl. The catalyst is O1CCCC1.CCCCCC. The product is [CH3:1][CH:2]([C:6]1[C:10]([CH2:11][OH:12])=[CH:9][N:8]([C:16]2[CH:21]=[CH:20][C:19]([C:22]([F:25])([F:24])[F:23])=[CH:18][N:17]=2)[N:7]=1)[CH2:3][CH2:4][CH3:5]. The yield is 0.960. (10) The catalyst is O1CCCC1.CO. The product is [C:16]([O:11][C:2]1([CH2:12][CH3:13])[CH:3]2[CH2:9][CH:7]3[CH2:6][CH:5]([CH2:10][CH:1]1[CH2:8]3)[CH2:4]2)(=[O:20])[C:17]([CH3:19])=[CH2:18]. The reactants are [CH:1]12[CH2:10][CH:5]3[CH2:6][CH:7]([CH2:9][CH:3]([CH2:4]3)[C:2]1=[O:11])[CH2:8]2.[CH2:12](Br)[CH3:13].[Li].[C:16](Cl)(=[O:20])[C:17]([CH3:19])=[CH2:18].[OH-].[Na+]. The yield is 0.290.